This data is from Experimentally validated miRNA-target interactions with 360,000+ pairs, plus equal number of negative samples. The task is: Binary Classification. Given a miRNA mature sequence and a target amino acid sequence, predict their likelihood of interaction. (1) The miRNA is hsa-miR-6761-3p with sequence UCCUACGCUGCUCUCUCACUCC. The protein sequence of the target gene is MARPLVPSSQKALLLELKGLQEEPVEGFRVTLVDEGDLYNWEVAIFGPPNTYYEGGYFKARLKFPIDYPYSPPAFRFLTKMWHPNIYETGDVCISILHPPVDDPQSGELPSERWNPTQNVRTILLSVISLLNEPNTFSPANVDASVMYRKWKESKGKDREYTDIIRKQVLGTKVDAERDGVKVPTTLAEYCVKTKAPAPDEGSDLFYDDYYEDGEVEEEADSCFGDDEDDSGTEES. Result: 0 (no interaction). (2) The miRNA is hsa-miR-629-3p with sequence GUUCUCCCAACGUAAGCCCAGC. The protein sequence of the target gene is MPFQFGTQPRRFPVEGGDSSIELEPGLSSSAACNGKEMSPTRQLRRCPGSHCLTITDVPVTVYATTRKPPAQSSKEMHPK. Result: 1 (interaction). (3) Result: 0 (no interaction). The protein sequence of the target gene is MKFGCLSFRQPYAGFVLNGIKTVETRWRPLLSSQRNCTIAVHIAHRDWEGDACRELLVERLGMTPAQIQALLRKGEKFGRGVIAGLVDIGETLQCPEDLTPDEVVELENQAALTNLKQKYLTVISNPRWLLEPIPRKGGKDVFQVDIPEHLIPLGHEV. The miRNA is dme-miR-303-5p with sequence UUUAGGUUUCACAGGAAACUGGU. (4) The miRNA is mmu-miR-297a-3p with sequence UAUACAUACACACAUACCCAUA. The protein sequence of the target gene is MAPSFTARIQLFLLRALGFLIGLVGRAALVLGGPKFASKTPRPVTEPLLLLSGMQLAKLIRQRKVKCIDVVQAYINRIKDVNPMINGIVKYRFEEAMKEAHAVDQKLAEKQEDEATLENKWPFLGVPLTVKEAFQLQGMPNSSGLMNRRDAIAKTDATVVALLKGAGAIPLGITNCSELCMWYESSNKIYGRSNNPYDLQHIVGGSSGGEGCTLAAACSVIGVGSDIGGSIRMPAFFNGIFGHKPSPGVVPNKGQFPLAVGAQELFLCTGPMCRYAEDLAPMLKVMAGPGIKRLKLDTKV.... Result: 0 (no interaction).